From a dataset of Peptide-MHC class II binding affinity with 134,281 pairs from IEDB. Regression. Given a peptide amino acid sequence and an MHC pseudo amino acid sequence, predict their binding affinity value. This is MHC class II binding data. (1) The peptide sequence is SQDLELSWNNNGLQAY. The MHC is DRB1_0401 with pseudo-sequence DRB1_0401. The binding affinity (normalized) is 0.620. (2) The peptide sequence is TIKAERTEQKDFDGR. The MHC is DRB3_0202 with pseudo-sequence DRB3_0202. The binding affinity (normalized) is 0. (3) The peptide sequence is EKKYFAMTQFEPLAA. The MHC is HLA-DQA10501-DQB10301 with pseudo-sequence HLA-DQA10501-DQB10301. The binding affinity (normalized) is 0.0993. (4) The peptide sequence is RDCLIAHGAANTITE. The MHC is DRB1_0901 with pseudo-sequence DRB1_0901. The binding affinity (normalized) is 0.817. (5) The peptide sequence is KNPVVDGNPTVDIEE. The MHC is DRB1_1101 with pseudo-sequence DRB1_1101. The binding affinity (normalized) is 0.